Task: Predict the reactants needed to synthesize the given product.. Dataset: Full USPTO retrosynthesis dataset with 1.9M reactions from patents (1976-2016) (1) Given the product [O:27]1[C:31]2[CH:32]=[CH:33][C:34]([N:3]3[C:4](=[O:26])[C:5]([CH2:11][C:12]4[CH:17]=[CH:16][C:15]([C:18]5[C:19]([C:24]#[N:25])=[CH:20][CH:21]=[CH:22][CH:23]=5)=[CH:14][CH:13]=4)=[C:6]([CH2:8][CH2:9][CH3:10])[N:7]=[C:2]3[CH3:1])=[CH:35][C:30]=2[CH2:29][CH2:28]1, predict the reactants needed to synthesize it. The reactants are: [CH3:1][C:2]1[NH:3][C:4](=[O:26])[C:5]([CH2:11][C:12]2[CH:17]=[CH:16][C:15]([C:18]3[C:19]([C:24]#[N:25])=[CH:20][CH:21]=[CH:22][CH:23]=3)=[CH:14][CH:13]=2)=[C:6]([CH2:8][CH2:9][CH3:10])[N:7]=1.[O:27]1[C:31]2[CH:32]=[CH:33][C:34](B(O)O)=[CH:35][C:30]=2[CH2:29][CH2:28]1.C(N(CC)CC)C.N1C=CC=CC=1. (2) Given the product [OH:2][CH2:3][C@@H:4]1[O:17][C:8]2=[C:9]3[C:13](=[CH:14][CH:15]=[C:7]2[O:6][CH2:5]1)[NH:12][C:11](=[O:16])[CH2:10]3, predict the reactants needed to synthesize it. The reactants are: O.[OH:2][CH2:3][C@@H:4]1[O:17][C:8]2=[C:9]3[C:13](=[CH:14][CH:15]=[C:7]2[O:6][CH2:5]1)[NH:12][C:11](=[O:16])[CH2:10]3. (3) The reactants are: [Cl:1][C:2]1[CH:7]=[CH:6][CH:5]=[C:4]([C:8]([F:11])([F:10])[F:9])[C:3]=1[C:12]([N:14]1[C:22]2[C:17](=[C:18]([F:23])[CH:19]=[CH:20][CH:21]=2)[C:16](I)=[N:15]1)=[O:13].[CH3:25][CH:26]1[CH2:31][CH:30]([C:32]([O:34][CH2:35][CH3:36])=[O:33])[CH2:29][CH:28]=[C:27]1B1OC(C)(C)C(C)(C)O1.C(Cl)Cl.C([O-])([O-])=O.[Cs+].[Cs+]. Given the product [Cl:1][C:2]1[CH:7]=[CH:6][CH:5]=[C:4]([C:8]([F:11])([F:10])[F:9])[C:3]=1[C:12]([N:14]1[C:22]2[C:17](=[C:18]([F:23])[CH:19]=[CH:20][CH:21]=2)[C:16]([C:27]2[CH:26]([CH3:25])[CH2:31][CH:30]([C:32]([O:34][CH2:35][CH3:36])=[O:33])[CH2:29][CH:28]=2)=[N:15]1)=[O:13], predict the reactants needed to synthesize it. (4) Given the product [CH2:24]([O:23][CH2:22][CH2:21][CH2:20][CH2:19][CH2:18][CH2:17][CH2:16][CH2:15][CH2:14][CH:13]([OH:34])[CH2:4][CH2:5][CH2:6][CH2:7][CH2:8][CH2:9][CH2:10][CH3:11])[C:25]1[CH:30]=[CH:29][CH:28]=[CH:27][CH:26]=1, predict the reactants needed to synthesize it. The reactants are: II.Br[CH2:4][CH2:5][CH2:6][CH2:7][CH2:8][CH2:9][CH2:10][CH3:11].Br[CH2:13][CH2:14][CH2:15][CH2:16][CH2:17][CH2:18][CH2:19][CH2:20][CH2:21][CH2:22][O:23][CH2:24][C:25]1[CH:30]=[CH:29][CH:28]=[CH:27][CH:26]=1.C1C[O:34]CC1.